This data is from Forward reaction prediction with 1.9M reactions from USPTO patents (1976-2016). The task is: Predict the product of the given reaction. (1) Given the reactants [Br:1][C:2]1[CH:7]=[CH:6][C:5]([C:8]2([OH:14])[CH2:13][CH2:12][NH:11][CH2:10][CH2:9]2)=[CH:4][CH:3]=1.CI.[C:17]([O-])([O-])=O.[K+].[K+], predict the reaction product. The product is: [Br:1][C:2]1[CH:7]=[CH:6][C:5]([C:8]2([OH:14])[CH2:9][CH2:10][N:11]([CH3:17])[CH2:12][CH2:13]2)=[CH:4][CH:3]=1. (2) Given the reactants [Br:1][C:2]1[CH:10]=[CH:9][C:5]([C:6](O)=[O:7])=[CH:4][C:3]=1[CH3:11].CN(C)CCCN=C=NCC.[NH2:23][CH2:24][Si:25]([CH3:28])([CH3:27])[CH3:26].O, predict the reaction product. The product is: [Br:1][C:2]1[CH:10]=[CH:9][C:5]([C:6]([NH:23][CH2:24][Si:25]([CH3:28])([CH3:27])[CH3:26])=[O:7])=[CH:4][C:3]=1[CH3:11]. (3) Given the reactants CN.[Br:3][C:4]1[CH:5]=[C:6]([C:10](=O)[CH2:11][N:12]2[CH2:16][CH2:15][CH2:14][CH2:13]2)[CH:7]=[CH:8][CH:9]=1.[C:18]([BH3-])#[N:19].[Na+].C(O)(=O)C, predict the reaction product. The product is: [Br:3][C:4]1[CH:5]=[C:6]([CH:10]([NH:19][CH3:18])[CH2:11][N:12]2[CH2:16][CH2:15][CH2:14][CH2:13]2)[CH:7]=[CH:8][CH:9]=1. (4) Given the reactants Br[CH2:2][C:3]1[C:13]([Cl:14])=[N:12][CH:11]=[CH:10][C:4]=1[C:5]([O:7]CC)=O.Cl.[Cl:16][C:17]1[CH:18]=[C:19]([CH2:28][NH2:29])[CH:20]=[CH:21][C:22]=1[O:23][CH2:24][CH:25]([F:27])[F:26], predict the reaction product. The product is: [Cl:14][C:13]1[C:3]2[CH2:2][N:29]([CH2:28][C:19]3[CH:20]=[CH:21][C:22]([O:23][CH2:24][CH:25]([F:26])[F:27])=[C:17]([Cl:16])[CH:18]=3)[C:5](=[O:7])[C:4]=2[CH:10]=[CH:11][N:12]=1. (5) Given the reactants [CH3:1][C:2]1([CH3:27])[CH:7]2[CH2:8][CH:3]1[CH2:4][CH2:5][CH:6]2[CH2:9][CH2:10][N:11]1[CH2:16][CH2:15][C:14]([NH:19][C:20]2[CH:25]=[CH:24][CH:23]=[C:22]([F:26])[CH:21]=2)([C:17]#[N:18])[CH2:13][CH2:12]1.C(OC(=O)C)(=[O:30])C.[OH-].[Na+], predict the reaction product. The product is: [CH3:1][C:2]1([CH3:27])[CH:7]2[CH2:8][CH:3]1[CH2:4][CH2:5][CH:6]2[CH2:9][CH2:10][N:11]1[CH2:16][CH2:15][C:14]([NH:19][C:20]2[CH:25]=[CH:24][CH:23]=[C:22]([F:26])[CH:21]=2)([C:17]([NH2:18])=[O:30])[CH2:13][CH2:12]1. (6) The product is: [C:1]1([CH2:7][O:8][C:9]2[CH:17]=[CH:16][C:15]([C:18]([F:21])([F:20])[F:19])=[CH:14][C:10]=2[C:11](=[O:13])[CH3:22])[CH:2]=[CH:3][CH:4]=[CH:5][CH:6]=1. Given the reactants [C:1]1([CH2:7][O:8][C:9]2[CH:17]=[CH:16][C:15]([C:18]([F:21])([F:20])[F:19])=[CH:14][C:10]=2[C:11]([OH:13])=O)[CH:6]=[CH:5][CH:4]=[CH:3][CH:2]=1.[CH3:22][Li].Cl, predict the reaction product.